This data is from Full USPTO retrosynthesis dataset with 1.9M reactions from patents (1976-2016). The task is: Predict the reactants needed to synthesize the given product. (1) Given the product [Cl:23][C:16]1[N:17]=[CH:18][C:19]2[NH:20][C:4](=[O:3])[CH:5]([CH3:24])[CH2:6][N:7]([CH:8]3[CH2:13][CH2:12][O:11][CH2:10][CH2:9]3)[C:14]=2[N:15]=1, predict the reactants needed to synthesize it. The reactants are: C([O:3][C:4](=O)[CH:5]([CH3:24])[CH2:6][N:7]([C:14]1[C:19]([N+:20]([O-])=O)=[CH:18][N:17]=[C:16]([Cl:23])[N:15]=1)[CH:8]1[CH2:13][CH2:12][O:11][CH2:10][CH2:9]1)C. (2) Given the product [CH2:1]([NH:5][CH2:6][P:7]([O-:10])([OH:9])=[O:8])[C:2]([OH:4])=[O:3].[K+:12], predict the reactants needed to synthesize it. The reactants are: [CH2:1]([NH:5][CH2:6][P:7]([OH:10])([OH:9])=[O:8])[C:2]([OH:4])=[O:3].[OH-].[K+:12]. (3) Given the product [CH3:1][O:2][C:3](=[O:9])[C:4]([S:5][CH2:6][CH2:7][CH3:8])=[CH:13][NH:26][C:21]1[CH:22]=[CH:23][CH:24]=[CH:25][C:20]=1[O:19][C:18]([F:27])([F:28])[F:17], predict the reactants needed to synthesize it. The reactants are: [CH3:1][O:2][C:3](=[O:9])[CH2:4][S:5][CH2:6][CH2:7][CH3:8].C[O-].[Na+].[CH:13](OC)=O.[F:17][C:18]([F:28])([F:27])[O:19][C:20]1[CH:25]=[CH:24][CH:23]=[CH:22][C:21]=1[NH2:26].Cl.